Dataset: NCI-60 drug combinations with 297,098 pairs across 59 cell lines. Task: Regression. Given two drug SMILES strings and cell line genomic features, predict the synergy score measuring deviation from expected non-interaction effect. (1) Drug 1: C1CN1P(=S)(N2CC2)N3CC3. Drug 2: C1C(C(OC1N2C=NC(=NC2=O)N)CO)O. Cell line: OVCAR-5. Synergy scores: CSS=19.1, Synergy_ZIP=-6.63, Synergy_Bliss=-0.552, Synergy_Loewe=3.28, Synergy_HSA=3.30. (2) Cell line: SW-620. Drug 2: CC(C)(C#N)C1=CC(=CC(=C1)CN2C=NC=N2)C(C)(C)C#N. Drug 1: C1=CC(=CC=C1CCCC(=O)O)N(CCCl)CCCl. Synergy scores: CSS=22.9, Synergy_ZIP=-7.54, Synergy_Bliss=-4.72, Synergy_Loewe=-5.18, Synergy_HSA=-5.19. (3) Drug 1: C1CCC(CC1)NC(=O)N(CCCl)N=O. Drug 2: CC(C)NC(=O)C1=CC=C(C=C1)CNNC.Cl. Cell line: SF-268. Synergy scores: CSS=16.8, Synergy_ZIP=2.48, Synergy_Bliss=3.13, Synergy_Loewe=-7.71, Synergy_HSA=-0.373. (4) Drug 1: CS(=O)(=O)C1=CC(=C(C=C1)C(=O)NC2=CC(=C(C=C2)Cl)C3=CC=CC=N3)Cl. Drug 2: CC(CN1CC(=O)NC(=O)C1)N2CC(=O)NC(=O)C2. Cell line: CAKI-1. Synergy scores: CSS=23.3, Synergy_ZIP=-3.12, Synergy_Bliss=-4.65, Synergy_Loewe=-7.41, Synergy_HSA=-3.37. (5) Synergy scores: CSS=44.4, Synergy_ZIP=-1.19, Synergy_Bliss=-0.830, Synergy_Loewe=-4.47, Synergy_HSA=0.225. Cell line: RPMI-8226. Drug 1: CC1=C(N=C(N=C1N)C(CC(=O)N)NCC(C(=O)N)N)C(=O)NC(C(C2=CN=CN2)OC3C(C(C(C(O3)CO)O)O)OC4C(C(C(C(O4)CO)O)OC(=O)N)O)C(=O)NC(C)C(C(C)C(=O)NC(C(C)O)C(=O)NCCC5=NC(=CS5)C6=NC(=CS6)C(=O)NCCC[S+](C)C)O. Drug 2: CCCCC(=O)OCC(=O)C1(CC(C2=C(C1)C(=C3C(=C2O)C(=O)C4=C(C3=O)C=CC=C4OC)O)OC5CC(C(C(O5)C)O)NC(=O)C(F)(F)F)O. (6) Drug 1: CC12CCC3C(C1CCC2O)C(CC4=C3C=CC(=C4)O)CCCCCCCCCS(=O)CCCC(C(F)(F)F)(F)F. Drug 2: C(CCl)NC(=O)N(CCCl)N=O. Cell line: T-47D. Synergy scores: CSS=19.1, Synergy_ZIP=-0.800, Synergy_Bliss=-1.30, Synergy_Loewe=-4.98, Synergy_HSA=-0.856. (7) Drug 1: CNC(=O)C1=CC=CC=C1SC2=CC3=C(C=C2)C(=NN3)C=CC4=CC=CC=N4. Drug 2: CC1C(C(CC(O1)OC2CC(CC3=C2C(=C4C(=C3O)C(=O)C5=C(C4=O)C(=CC=C5)OC)O)(C(=O)C)O)N)O.Cl. Cell line: HT29. Synergy scores: CSS=2.36, Synergy_ZIP=-4.16, Synergy_Bliss=4.09, Synergy_Loewe=-14.2, Synergy_HSA=2.41.